Dataset: hERG potassium channel inhibition data for cardiac toxicity prediction from Karim et al.. Task: Regression/Classification. Given a drug SMILES string, predict its toxicity properties. Task type varies by dataset: regression for continuous values (e.g., LD50, hERG inhibition percentage) or binary classification for toxic/non-toxic outcomes (e.g., AMES mutagenicity, cardiotoxicity, hepatotoxicity). Dataset: herg_karim. The molecule is Cc1ccc(-n2nccn2)c(C(=O)N2C[C@@]3(F)CN(c4nc5ccccc5o4)C[C@@]3(F)C2)c1. The result is 0 (non-blocker).